From a dataset of Cav3 T-type calcium channel HTS with 100,875 compounds. Binary Classification. Given a drug SMILES string, predict its activity (active/inactive) in a high-throughput screening assay against a specified biological target. (1) The compound is O(C(=O)N1CCC(NC(=O)Cn2ncc3c(n(c4c3cccc4)C)c2=O)CC1)CC. The result is 0 (inactive). (2) The compound is S(=O)(=O)(NC(C)C)c1ccc(CCC(=O)NCc2cccnc2)cc1. The result is 0 (inactive). (3) The compound is Clc1cc(N2CCN(CC2)CCC(=O)Nc2c3c([nH]c2C(OC)=O)cccc3OC)ccc1. The result is 0 (inactive). (4) The compound is O=C(N1CCN(CC1)c1ncccc1)Cc1ccc(OC)cc1. The result is 0 (inactive). (5) The molecule is O(CC(=O)N1CCN(CC1)C(=O)c1cccnc1)c1ccc(cc1)c1ccccc1. The result is 0 (inactive). (6) The compound is Brc1c(Cl)c2c(N\C(C2=O)=C/NCc2c(OC)cccc2)cc1. The result is 0 (inactive).